This data is from Merck oncology drug combination screen with 23,052 pairs across 39 cell lines. The task is: Regression. Given two drug SMILES strings and cell line genomic features, predict the synergy score measuring deviation from expected non-interaction effect. (1) Drug 1: COC12C(COC(N)=O)C3=C(C(=O)C(C)=C(N)C3=O)N1CC1NC12. Drug 2: Cn1c(=O)n(-c2ccc(C(C)(C)C#N)cc2)c2c3cc(-c4cnc5ccccc5c4)ccc3ncc21. Cell line: UWB1289BRCA1. Synergy scores: synergy=37.1. (2) Synergy scores: synergy=13.7. Drug 1: CN(Cc1cnc2nc(N)nc(N)c2n1)c1ccc(C(=O)NC(CCC(=O)O)C(=O)O)cc1. Drug 2: CC1(c2nc3c(C(N)=O)cccc3[nH]2)CCCN1. Cell line: OCUBM. (3) Drug 2: Cn1cc(-c2cnn3c(N)c(Br)c(C4CCCNC4)nc23)cn1. Cell line: NCIH23. Drug 1: C=CCn1c(=O)c2cnc(Nc3ccc(N4CCN(C)CC4)cc3)nc2n1-c1cccc(C(C)(C)O)n1. Synergy scores: synergy=43.9. (4) Drug 1: CCN(CC)CCNC(=O)c1c(C)[nH]c(C=C2C(=O)Nc3ccc(F)cc32)c1C. Drug 2: CS(=O)(=O)CCNCc1ccc(-c2ccc3ncnc(Nc4ccc(OCc5cccc(F)c5)c(Cl)c4)c3c2)o1. Cell line: HT144. Synergy scores: synergy=22.6. (5) Drug 1: COC12C(COC(N)=O)C3=C(C(=O)C(C)=C(N)C3=O)N1CC1NC12. Drug 2: CC(C)CC(NC(=O)C(Cc1ccccc1)NC(=O)c1cnccn1)B(O)O. Cell line: ES2. Synergy scores: synergy=-23.4. (6) Drug 1: C=CCn1c(=O)c2cnc(Nc3ccc(N4CCN(C)CC4)cc3)nc2n1-c1cccc(C(C)(C)O)n1. Drug 2: COC1=C2CC(C)CC(OC)C(O)C(C)C=C(C)C(OC(N)=O)C(OC)C=CC=C(C)C(=O)NC(=CC1=O)C2=O. Cell line: SKMES1. Synergy scores: synergy=-0.464. (7) Drug 1: C=CCn1c(=O)c2cnc(Nc3ccc(N4CCN(C)CC4)cc3)nc2n1-c1cccc(C(C)(C)O)n1. Drug 2: NC(=O)c1cccc2cn(-c3ccc(C4CCCNC4)cc3)nc12. Cell line: CAOV3. Synergy scores: synergy=-0.744. (8) Cell line: UWB1289. Synergy scores: synergy=12.4. Drug 2: N#Cc1ccc(Cn2cncc2CN2CCN(c3cccc(Cl)c3)C(=O)C2)cc1. Drug 1: CC(=O)OC1C(=O)C2(C)C(O)CC3OCC3(OC(C)=O)C2C(OC(=O)c2ccccc2)C2(O)CC(OC(=O)C(O)C(NC(=O)c3ccccc3)c3ccccc3)C(C)=C1C2(C)C. (9) Drug 1: NC1(c2ccc(-c3nc4ccn5c(=O)[nH]nc5c4cc3-c3ccccc3)cc2)CCC1. Drug 2: CC1(c2nc3c(C(N)=O)cccc3[nH]2)CCCN1. Cell line: EFM192B. Synergy scores: synergy=-6.53. (10) Drug 1: CCC1=CC2CN(C1)Cc1c([nH]c3ccccc13)C(C(=O)OC)(c1cc3c(cc1OC)N(C)C1C(O)(C(=O)OC)C(OC(C)=O)C4(CC)C=CCN5CCC31C54)C2. Synergy scores: synergy=-10.8. Cell line: A2780. Drug 2: Cn1cc(-c2cnn3c(N)c(Br)c(C4CCCNC4)nc23)cn1.